From a dataset of Forward reaction prediction with 1.9M reactions from USPTO patents (1976-2016). Predict the product of the given reaction. (1) Given the reactants [CH2:1]([O:8][CH2:9][CH:10]1[CH2:14][C@@H:13]([NH:15][C:16]([C:18]2[NH:19][C:20]3[C:25]([CH:26]=2)=[CH:24][C:23]([Cl:27])=[CH:22][CH:21]=3)=[O:17])[C@H:12]([NH2:28])[CH2:11]1)[C:2]1[CH:7]=[CH:6][CH:5]=[CH:4][CH:3]=1.[CH3:29][N:30]1[CH2:35][CH2:34][C:33]2[N:36]=[C:37]([C:39]([O-])=[O:40])[S:38][C:32]=2[CH2:31]1.[Li+].O.ON1C2C=CC=CC=2N=N1.Cl.CN(C)CCCN=C=NCC, predict the reaction product. The product is: [CH2:1]([O:8][CH2:9][CH:10]1[CH2:14][C@@H:13]([NH:15][C:16]([C:18]2[NH:19][C:20]3[C:25]([CH:26]=2)=[CH:24][C:23]([Cl:27])=[CH:22][CH:21]=3)=[O:17])[C@H:12]([NH:28][C:39]([C:37]2[S:38][C:32]3[CH2:31][N:30]([CH3:29])[CH2:35][CH2:34][C:33]=3[N:36]=2)=[O:40])[CH2:11]1)[C:2]1[CH:7]=[CH:6][CH:5]=[CH:4][CH:3]=1. (2) Given the reactants C(=O)(O)[O-].[Na+].[CH3:6][C:7]1[O:11][N:10]=[C:9]([NH2:12])[CH:8]=1.[Br:13][CH2:14][C:15](Br)=[O:16], predict the reaction product. The product is: [Br:13][CH2:14][C:15]([NH:12][C:9]1[CH:8]=[C:7]([CH3:6])[O:11][N:10]=1)=[O:16]. (3) Given the reactants [Br:1][C:2]1[CH:7]=[CH:6][C:5]([Cl:8])=[CH:4][C:3]=1[C:9]1[CH:14]=[CH:13][N:12]([CH2:15][C:16]([O:18][C:19]([CH3:22])([CH3:21])[CH3:20])=[O:17])[C:11](=[O:23])[CH:10]=1.Br.Br[CH2:26][C:27]1[CH:28]=[N:29][CH:30]=[CH:31][CH:32]=1, predict the reaction product. The product is: [Br:1][C:2]1[CH:7]=[CH:6][C:5]([Cl:8])=[CH:4][C:3]=1[C:9]1[CH:14]=[CH:13][N:12]([CH:15]([CH2:26][C:27]2[CH:28]=[N:29][CH:30]=[CH:31][CH:32]=2)[C:16]([O:18][C:19]([CH3:20])([CH3:22])[CH3:21])=[O:17])[C:11](=[O:23])[CH:10]=1. (4) Given the reactants [Br:1][C:2]1[CH:26]=[CH:25][C:5]([CH2:6][N:7]2[C:15]3[C:10](=[CH:11][C:12]([CH:16]=[C:17]4[S:21][C:20](SC)=[N:19][C:18]4=[O:24])=[CH:13][CH:14]=3)[CH:9]=[N:8]2)=[C:4]([C:27]([F:30])([F:29])[F:28])[CH:3]=1.[NH:31]1[CH2:34][CH:33]([C:35]([OH:37])=[O:36])[CH2:32]1, predict the reaction product. The product is: [Br:1][C:2]1[CH:26]=[CH:25][C:5]([CH2:6][N:7]2[C:15]3[C:10](=[CH:11][C:12]([CH:16]=[C:17]4[S:21][C:20]([N:31]5[CH2:34][CH:33]([C:35]([OH:37])=[O:36])[CH2:32]5)=[N:19][C:18]4=[O:24])=[CH:13][CH:14]=3)[CH:9]=[N:8]2)=[C:4]([C:27]([F:29])([F:28])[F:30])[CH:3]=1. (5) Given the reactants [Br:1][C:2]1[CH:3]=[CH:4][C:5](F)=[C:6]([CH:9]=1)[CH:7]=[O:8].[CH3:11][CH:12]1[CH2:17][CH2:16][NH:15][CH2:14][CH2:13]1.C(=O)([O-])[O-].[K+].[K+].O, predict the reaction product. The product is: [Br:1][C:2]1[CH:3]=[CH:4][C:5]([N:15]2[CH2:16][CH2:17][CH:12]([CH3:11])[CH2:13][CH2:14]2)=[C:6]([CH:9]=1)[CH:7]=[O:8]. (6) Given the reactants [C:1]1(=[O:11])[C:10]2[C:5](=[CH:6][CH:7]=[CH:8][CH:9]=2)[CH2:4][CH2:3][CH2:2]1.[OH-].[K+], predict the reaction product. The product is: [CH:1]1([OH:11])[C:10]2[C:5](=[CH:6][CH:7]=[CH:8][CH:9]=2)[CH2:4][CH2:3][CH2:2]1. (7) Given the reactants [CH3:1][N:2]1[CH2:15][CH2:14][C:13]2[C:12]3[CH:11]=[C:10]([CH3:16])[CH:9]=[CH:8][C:7]=3[NH:6][C:5]=2[CH2:4][CH2:3]1.Br[CH:18]=[C:19]([C:21]1[CH:26]=[CH:25][CH:24]=[CH:23][C:22]=1[F:27])[CH3:20].N1CCC[C@H]1C(O)=O.[O-]P([O-])([O-])=O.[K+].[K+].[K+], predict the reaction product. The product is: [F:27][C:22]1[CH:23]=[CH:24][CH:25]=[CH:26][C:21]=1/[C:19](/[CH3:20])=[CH:18]/[N:6]1[C:7]2[CH:8]=[CH:9][C:10]([CH3:16])=[CH:11][C:12]=2[C:13]2[CH2:14][CH2:15][N:2]([CH3:1])[CH2:3][CH2:4][C:5]1=2. (8) Given the reactants [Cl:1][C:2]1[CH:3]=[C:4]([NH:9][C:10]2[C:19]3[C:14](=[CH:15][C:16]([O:23][CH2:24][CH2:25][CH2:26][N:27]4[CH2:32][CH2:31][O:30][CH2:29][CH2:28]4)=[C:17]([N+:20]([O-:22])=[O:21])[CH:18]=3)[N:13]=[CH:12][N:11]=2)[CH:5]=[CH:6][C:7]=1[F:8].C(=O)([O-])[O-].[Cs+].[Cs+].[C:39](Cl)(=[O:41])[CH3:40], predict the reaction product. The product is: [Cl:1][C:2]1[CH:3]=[C:4]([N:9]([C:10]2[C:19]3[C:14](=[CH:15][C:16]([O:23][CH2:24][CH2:25][CH2:26][N:27]4[CH2:28][CH2:29][O:30][CH2:31][CH2:32]4)=[C:17]([N+:20]([O-:22])=[O:21])[CH:18]=3)[N:13]=[CH:12][N:11]=2)[C:39](=[O:41])[CH3:40])[CH:5]=[CH:6][C:7]=1[F:8]. (9) Given the reactants [NH2:1][C:2]1[CH:3]=[C:4](/[CH:8]=[CH:9]/[C:10]2[CH:24]=[C:23]([NH:25][C:26]3[C:31]([Cl:32])=[CH:30][N:29]=[C:28]([Cl:33])[N:27]=3)[CH:22]=[CH:21][C:11]=2[CH2:12][NH:13][C:14](=[O:20])[O:15][C:16]([CH3:19])([CH3:18])[CH3:17])[CH:5]=[N:6][CH:7]=1.C([O-])(=O)C.[Na+], predict the reaction product. The product is: [NH2:1][C:2]1[CH:3]=[C:4]([CH2:8][CH2:9][C:10]2[CH:24]=[C:23]([NH:25][C:26]3[C:31]([Cl:32])=[CH:30][N:29]=[C:28]([Cl:33])[N:27]=3)[CH:22]=[CH:21][C:11]=2[CH2:12][NH:13][C:14](=[O:20])[O:15][C:16]([CH3:19])([CH3:18])[CH3:17])[CH:5]=[N:6][CH:7]=1.